Task: Predict which catalyst facilitates the given reaction.. Dataset: Catalyst prediction with 721,799 reactions and 888 catalyst types from USPTO (1) Reactant: [CH2:1]([O:3][C:4](=[O:29])[C:5]([N:7]([CH2:19][C:20]1[CH:28]=[CH:27][C:23]([C:24]([OH:26])=O)=[CH:22][CH:21]=1)[CH2:8][C:9]1[CH:14]=[CH:13][C:12]([C:15]([F:18])([F:17])[F:16])=[CH:11][CH:10]=1)=[O:6])[CH3:2].Cl.[CH2:31]([C:35]1[O:36][C:37]2[CH:45]=[CH:44][CH:43]=[CH:42][C:38]=2[C:39]=1[CH2:40][NH2:41])[CH2:32][CH2:33][CH3:34].C1C=CC2N(O)N=NC=2C=1. Product: [CH2:1]([O:3][C:4](=[O:29])[C:5]([N:7]([CH2:19][C:20]1[CH:21]=[CH:22][C:23]([C:24]([NH:41][CH2:40][C:39]2[C:38]3[CH:42]=[CH:43][CH:44]=[CH:45][C:37]=3[O:36][C:35]=2[CH2:31][CH2:32][CH2:33][CH3:34])=[O:26])=[CH:27][CH:28]=1)[CH2:8][C:9]1[CH:10]=[CH:11][C:12]([C:15]([F:16])([F:17])[F:18])=[CH:13][CH:14]=1)=[O:6])[CH3:2]. The catalyst class is: 2. (2) Reactant: [CH3:1][C:2]1[N:7]=[C:6]2[O:8][CH2:9][CH2:10][CH2:11][C:5]2=[N:4][C:3]=1[C:12]1[CH:16]=[C:15]([NH:17][C:18](=[O:25])[CH2:19][C:20](OCC)=[O:21])[NH:14][N:13]=1.O. Product: [CH3:1][C:2]1[N:7]=[C:6]2[O:8][CH2:9][CH2:10][CH2:11][C:5]2=[N:4][C:3]=1[C:12]1[CH:16]=[C:15]2[N:17]=[C:18]([OH:25])[CH:19]=[C:20]([OH:21])[N:14]2[N:13]=1. The catalyst class is: 111. (3) Reactant: [NH2:1][C:2]1[N:7]=[CH:6][N:5]=[C:4]([NH:8][C:9]2[C:14](=[O:15])[N:13]3[C:16]([CH:21]4[CH2:25][CH2:24][CH2:23][CH2:22]4)([CH3:20])[NH:17][C:18](=[O:19])[C:12]3=[CH:11][CH:10]=2)[CH:3]=1.[H-].[Na+].[N:28]#[C:29]Br. Product: [NH2:1][C:2]1[N:7]=[CH:6][N:5]=[C:4]([NH:8][C:9]2[C:14](=[O:15])[N:13]3[C:16]([CH:21]4[CH2:22][CH2:23][CH2:24][CH2:25]4)([CH3:20])[N:17]([C:29]#[N:28])[C:18](=[O:19])[C:12]3=[CH:11][CH:10]=2)[CH:3]=1. The catalyst class is: 7. (4) Reactant: [CH2:1]([C:4]([CH2:13][CH:14]=[CH2:15])([C:9]([O:11]C)=[O:10])[C:5]([O:7]C)=[O:6])[CH:2]=[CH2:3].[OH-].[K+].[N+]([O-])(O)=O.[N+]([O-])([O-])=O.[Ag+:26]. Product: [CH2:13]([C:4]([CH2:1][CH:2]=[CH2:3])([C:9]([O-:11])=[O:10])[C:5]([O-:7])=[O:6])[CH:14]=[CH2:15].[Ag+2:26]. The catalyst class is: 6. (5) Reactant: [NH2:1][C:2]1[C:7]([C:8]2[CH:13]=[CH:12][CH:11]=[C:10]([F:14])[CH:9]=2)=[C:6]([C:15](=[O:17])[CH3:16])[CH:5]=[C:4]([Cl:18])[C:3]=1[CH3:19].[CH2:20]([O:23][C:24](Cl)=[O:25])[CH2:21]Cl.CC(C)([O-])C.[K+]. Product: [C:15]([C:6]1[C:7]([C:8]2[CH:13]=[CH:12][CH:11]=[C:10]([F:14])[CH:9]=2)=[C:2]([N:1]2[CH2:21][CH2:20][O:23][C:24]2=[O:25])[C:3]([CH3:19])=[C:4]([Cl:18])[CH:5]=1)(=[O:17])[CH3:16]. The catalyst class is: 367. (6) Reactant: [Cl:1][C:2]1[C:7]([C:8]2[N:9]=[C:10]([CH:21]3[CH2:23][CH2:22]3)[O:11][C:12]=2[C:13]2[CH:18]=[CH:17][N:16]=[C:15]([S:19][CH3:20])[N:14]=2)=[CH:6][C:5]([F:24])=[CH:4][C:3]=1[NH:25]C(=O)C(C)(C)C.S(=O)(=O)(O)O.CCOC(C)=O.C([O-])(O)=O.[Na+]. Product: [Cl:1][C:2]1[C:7]([C:8]2[N:9]=[C:10]([CH:21]3[CH2:23][CH2:22]3)[O:11][C:12]=2[C:13]2[CH:18]=[CH:17][N:16]=[C:15]([S:19][CH3:20])[N:14]=2)=[CH:6][C:5]([F:24])=[CH:4][C:3]=1[NH2:25]. The catalyst class is: 8. (7) Reactant: [OH:1][C@@H:2]1[C@H:6]([OH:7])[C@@H:5]([CH2:8][OH:9])[O:4][C@H:3]1[N:10]1[CH:18]=[N:17][C:16]2[C:11]1=[N:12][C:13]([C:34](OC)=[O:35])=[N:14][C:15]=2[NH:19][CH2:20][CH:21]([C:28]1[CH:33]=[CH:32][CH:31]=[CH:30][CH:29]=1)[C:22]1[CH:27]=[CH:26][CH:25]=[CH:24][CH:23]=1.[CH3:38][N:39]([CH3:43])[CH2:40][CH2:41][NH2:42]. Product: [OH:1][C@@H:2]1[C@H:6]([OH:7])[C@@H:5]([CH2:8][OH:9])[O:4][C@H:3]1[N:10]1[CH:18]=[N:17][C:16]2[C:11]1=[N:12][C:13]([C:34]([NH:42][CH2:41][CH2:40][N:39]([CH3:43])[CH3:38])=[O:35])=[N:14][C:15]=2[NH:19][CH2:20][CH:21]([C:28]1[CH:33]=[CH:32][CH:31]=[CH:30][CH:29]=1)[C:22]1[CH:27]=[CH:26][CH:25]=[CH:24][CH:23]=1. The catalyst class is: 27.